From a dataset of Experimentally validated miRNA-target interactions with 360,000+ pairs, plus equal number of negative samples. Binary Classification. Given a miRNA mature sequence and a target amino acid sequence, predict their likelihood of interaction. (1) The miRNA is hsa-miR-3606-3p with sequence AAAAUUUCUUUCACUACUUAG. The protein sequence of the target gene is MPASELKASEIPFHPSIKTQDPKAEEKSPKKQKVTLTAAEALKLFKNQLSPYEQSEILGYAELWFLGLEAKKLDTAPEKFSKTSFDDEHGFYLKVLHDHIAYRYEVLETIGKGSFGQVAKCLDHKNNELVALKIIRNKKRFHQQALMELKILEALRKKDKDNTYNVVHMKDFFYFRNHFCITFELLGINLYELMKNNNFQGFSLSIVRRFTLSVLKCLQMLSVEKIIHCDLKPENIVLYQKGQASVKVIDFGSSCYEHQKVYTYIQSRFYRSPEVILGHPYDVAIDMWSLGCITAELYTG.... Result: 1 (interaction). (2) The miRNA is mmu-miR-2136 with sequence CUGGGUGUUGACUGAGAUGUG. The protein sequence of the target gene is MVQSTVTVNGVKVASTHPQSAHISIHIHQKSALEQLLGAVGSLKKFLSWPQARIHYGQLSLGVTQILLGLVSCALGVCLYFGPWTELCAFGCAFWSGSVAILAGVGTIVHEKRQGKLSGQVSCLLLLACIATAAAATVLGVNSLIRQTSVPYYVEIFSTCNPLQSSMDPGYGTVRYSDDSDWKTERCREYLNMMMNLFLAFCIMLTVVCILEIVVSVASLGLSLRSMYGRSSQALNEEESERKLLDGHPAPASPAKEKIPAIL. Result: 1 (interaction).